From a dataset of Forward reaction prediction with 1.9M reactions from USPTO patents (1976-2016). Predict the product of the given reaction. (1) Given the reactants C([SiH](CC)CC)C.FC(F)(F)C(O)=O.[CH3:15][O:16][C:17]1[N:22]=[C:21]([CH:23]([C:25]2[CH:30]=[CH:29][C:28]([S:31][CH3:32])=[CH:27][CH:26]=2)O)[CH:20]=[CH:19][C:18]=1[CH3:33].C(=O)(O)[O-].[Na+], predict the reaction product. The product is: [CH3:15][O:16][C:17]1[C:18]([CH3:33])=[CH:19][CH:20]=[C:21]([CH2:23][C:25]2[CH:26]=[CH:27][C:28]([S:31][CH3:32])=[CH:29][CH:30]=2)[N:22]=1. (2) The product is: [C:1]([O:5][C:6](=[O:19])[CH2:7][CH2:8][C:9]1[C:10]([CH3:18])=[CH:11][C:12]([C:16](=[NH:17])[NH:21][OH:22])=[CH:13][C:14]=1[CH3:15])([CH3:4])([CH3:3])[CH3:2]. Given the reactants [C:1]([O:5][C:6](=[O:19])[CH2:7][CH2:8][C:9]1[C:14]([CH3:15])=[CH:13][C:12]([C:16]#[N:17])=[CH:11][C:10]=1[CH3:18])([CH3:4])([CH3:3])[CH3:2].Cl.[NH2:21][OH:22].CCN(CC)CC, predict the reaction product.